From a dataset of Full USPTO retrosynthesis dataset with 1.9M reactions from patents (1976-2016). Predict the reactants needed to synthesize the given product. (1) Given the product [F:1][C:2]1[CH:3]=[C:4]2[C:9](=[C:10]([C:13](=[O:15])[CH3:14])[CH:11]=1)[N:8]=[CH:7][CH:6]=[CH:5]2, predict the reactants needed to synthesize it. The reactants are: [F:1][C:2]1[CH:3]=[C:4]2[C:9](=[C:10](Br)[CH:11]=1)[N:8]=[CH:7][CH:6]=[CH:5]2.[CH:13]([O:15]CCCC)=[CH2:14].C1(P(C2C=CC=CC=2)CCCP(C2C=CC=CC=2)C2C=CC=CC=2)C=CC=CC=1.C(N(CC)CC)C. (2) The reactants are: [F:1][C:2]1[CH:7]=[CH:6][C:5]([C:8]2[N:12]([C:13]3[CH:18]=[CH:17][CH:16]=[CH:15][CH:14]=3)[N:11]=[C:10]([CH2:19][CH2:20][CH:21]=O)[CH:9]=2)=[CH:4][CH:3]=1.[CH3:23][C:24]1[CH:25]=[C:26]([N:31]2[CH2:36][CH2:35][NH:34][CH2:33][CH2:32]2)[CH:27]=[CH:28][C:29]=1[CH3:30].CCN(C(C)C)C(C)C.[BH-](OC(C)=O)(OC(C)=O)OC(C)=O.[Na+]. Given the product [F:1][C:2]1[CH:7]=[CH:6][C:5]([C:8]2[N:12]([C:13]3[CH:18]=[CH:17][CH:16]=[CH:15][CH:14]=3)[N:11]=[C:10]([CH2:19][CH2:20][CH2:21][N:34]3[CH2:35][CH2:36][N:31]([C:26]4[CH:27]=[CH:28][C:29]([CH3:30])=[C:24]([CH3:23])[CH:25]=4)[CH2:32][CH2:33]3)[CH:9]=2)=[CH:4][CH:3]=1, predict the reactants needed to synthesize it. (3) Given the product [CH2:1]([C:8]1[CH:9]=[N:10][C:11]2[C:16]([C:17]=1[C:18]1[CH:19]=[C:20]([NH:24][CH2:29][C:31]3[CH:39]=[C:38]4[C:34]([CH:35]=[CH:36][N:37]4[CH3:40])=[CH:33][CH:32]=3)[CH:21]=[CH:22][CH:23]=1)=[CH:15][CH:14]=[CH:13][C:12]=2[C:25]([F:28])([F:26])[F:27])[C:2]1[CH:3]=[CH:4][CH:5]=[CH:6][CH:7]=1, predict the reactants needed to synthesize it. The reactants are: [CH2:1]([C:8]1[CH:9]=[N:10][C:11]2[C:16]([C:17]=1[C:18]1[CH:19]=[C:20]([NH2:24])[CH:21]=[CH:22][CH:23]=1)=[CH:15][CH:14]=[CH:13][C:12]=2[C:25]([F:28])([F:27])[F:26])[C:2]1[CH:7]=[CH:6][CH:5]=[CH:4][CH:3]=1.[CH:29]([C:31]1[CH:39]=[C:38]2[C:34]([CH:35]=[CH:36][N:37]2[CH3:40])=[CH:33][CH:32]=1)=O. (4) Given the product [OH:12][CH:9]1[CH2:10][C:11]2[C:2]([NH:1][C:20](=[O:21])[O:22][C:23]3[CH:28]=[CH:27][CH:26]=[CH:25][CH:24]=3)=[CH:3][CH:4]=[CH:5][C:6]=2[CH2:7][CH2:8]1, predict the reactants needed to synthesize it. The reactants are: [NH2:1][C:2]1[CH:3]=[CH:4][CH:5]=[C:6]2[C:11]=1[CH2:10][CH:9]([OH:12])[CH2:8][CH2:7]2.N1C=CC=CC=1.Cl[C:20]([O:22][C:23]1[CH:28]=[CH:27][CH:26]=[CH:25][CH:24]=1)=[O:21]. (5) Given the product [CH2:21]([N:11]1[C:12]2[C:7](=[C:6]([OH:35])[C:5]([C:3]([NH:36][CH2:37][C:38]([OH:40])=[O:39])=[O:2])=[N:14][C:13]=2[C:15]2[CH:20]=[CH:19][CH:18]=[CH:17][CH:16]=2)[CH:8]=[C:9]([C:29]2[CH:30]=[CH:31][CH:32]=[CH:33][CH:34]=2)[C:10]1=[O:28])[C:22]1[CH:27]=[CH:26][CH:25]=[CH:24][CH:23]=1, predict the reactants needed to synthesize it. The reactants are: C[O:2][C:3]([C:5]1[C:6]([OH:35])=[C:7]2[C:12](=[C:13]([C:15]3[CH:20]=[CH:19][CH:18]=[CH:17][CH:16]=3)[N:14]=1)[N:11]([CH2:21][C:22]1[CH:27]=[CH:26][CH:25]=[CH:24][CH:23]=1)[C:10](=[O:28])[C:9]([C:29]1[CH:34]=[CH:33][CH:32]=[CH:31][CH:30]=1)=[CH:8]2)=O.[NH2:36][CH2:37][C:38]([OH:40])=[O:39].C[O-].[Na+]. (6) Given the product [F:1][C:2]1[CH:3]=[C:4]2[C:5](=[CH:6][CH:7]=1)[C:8]1[CH:13]=[CH:12][CH:11]=[CH:10][C:9]=1[N:14]([S:15]([C:18]1[CH:23]=[CH:22][C:21]([O:24][CH3:25])=[CH:20][CH:19]=1)(=[O:17])=[O:16])[C@H:26]2[CH3:27], predict the reactants needed to synthesize it. The reactants are: [F:1][C:2]1[CH:7]=[CH:6][C:5]([C:8]2[CH:13]=[CH:12][CH:11]=[CH:10][C:9]=2[NH:14][S:15]([C:18]2[CH:23]=[CH:22][C:21]([O:24][CH3:25])=[CH:20][CH:19]=2)(=[O:17])=[O:16])=[C:4]([C@H:26](O)[CH3:27])[CH:3]=1.C1(P(C2C=CC=CC=2)C2C=CC=CC=2)C=CC=CC=1.CCOC(/N=N/C(OCC)=O)=O. (7) Given the product [Cl:1][CH2:2][CH2:3][C:4]([NH:7][C:8]1[CH:9]=[C:10]([O:17][CH3:18])[C:11]([CH:12]=[O:13])=[CH:14][C:15]=1[Cl:16])=[O:5], predict the reactants needed to synthesize it. The reactants are: [Cl:1][CH2:2][CH2:3][C:4](Cl)=[O:5].[NH2:7][C:8]1[C:15]([Cl:16])=[CH:14][C:11]([CH:12]=[O:13])=[C:10]([O:17][CH3:18])[CH:9]=1. (8) The reactants are: [C:1]([O:5][C:6]([N:8]1[CH2:12][CH2:11][C:10](=O)[CH2:9]1)=[O:7])([CH3:4])([CH3:3])[CH3:2].[CH:14]1([C:17]2[CH:18]=[C:19]([C:36]([OH:38])=[O:37])[C:20](=[O:35])[N:21]3[C:26]=2[C:25]([CH3:27])=[C:24]([N:28]2[CH2:33][CH2:32][NH:31][CH2:30][CH2:29]2)[C:23]([F:34])=[CH:22]3)[CH2:16][CH2:15]1.NCC1CCN(C2C(F)=CN3C(C=2C)=C(C2CC2)C=C(C(O)=O)C3=O)C1. Given the product [C:1]([O:5][C:6]([N:8]1[CH2:12][CH2:11][CH:10]([N:31]2[CH2:32][CH2:33][N:28]([C:24]3[C:23]([F:34])=[CH:22][N:21]4[C:26]([C:25]=3[CH3:27])=[C:17]([CH:14]3[CH2:16][CH2:15]3)[CH:18]=[C:19]([C:36]([OH:38])=[O:37])[C:20]4=[O:35])[CH2:29][CH2:30]2)[CH2:9]1)=[O:7])([CH3:4])([CH3:3])[CH3:2], predict the reactants needed to synthesize it. (9) Given the product [Cl:16][C:17]1[CH:18]=[C:19]([C:20](=[O:21])[NH:9][CH2:8][C:7]2[CH:10]=[C:3]([Cl:2])[CH:4]=[CH:5][C:6]=2[S:11]([CH2:14][CH3:15])(=[O:13])=[O:12])[CH:23]=[C:24]([CH2:43][CH3:44])[C:25]=1[CH2:26][N:27]1[CH2:32][CH2:31][CH2:30][C@H:29]([N:33]([CH3:42])[C:34](=[O:35])[O:36][C:37]([CH3:39])([CH3:38])[CH3:40])[CH2:28]1, predict the reactants needed to synthesize it. The reactants are: Cl.[Cl:2][C:3]1[CH:4]=[CH:5][C:6]([S:11]([CH2:14][CH3:15])(=[O:13])=[O:12])=[C:7]([CH:10]=1)[CH2:8][NH2:9].[Cl:16][C:17]1[CH:18]=[C:19]([CH:23]=[C:24]([CH2:43][CH3:44])[C:25]=1[CH2:26][N:27]1[CH2:32][CH2:31][CH2:30][C@H:29]([N:33]([CH3:42])[C:34]([O:36][C:37]([CH2:40]C)([CH3:39])[CH3:38])=[O:35])[CH2:28]1)[C:20](O)=[O:21].